This data is from Forward reaction prediction with 1.9M reactions from USPTO patents (1976-2016). The task is: Predict the product of the given reaction. (1) Given the reactants [F:1][C:2]1[C:3]([OH:11])=[C:4]([CH:8]=[CH:9][CH:10]=1)[C:5]([OH:7])=[O:6].C(=O)([O-])[O-].[K+].[K+].[CH2:18](Br)[C:19]1[CH:24]=[CH:23][CH:22]=[CH:21][CH:20]=1, predict the reaction product. The product is: [F:1][C:2]1[C:3]([O:11][CH2:5][C:4]2[CH:8]=[CH:9][CH:10]=[CH:2][CH:3]=2)=[C:4]([CH:8]=[CH:9][CH:10]=1)[C:5]([O:7][CH2:18][C:19]1[CH:24]=[CH:23][CH:22]=[CH:21][CH:20]=1)=[O:6]. (2) Given the reactants [CH:1]1([CH2:6][C@H:7]([N:11]2[CH2:19][C:18]3[C:13](=[CH:14][CH:15]=[CH:16][C:17]=3[C:20]([F:23])([F:22])[F:21])[C:12]2=[O:24])[C:8](O)=[O:9])[CH2:5][CH2:4][CH2:3][CH2:2]1.[C:25](Cl)(=[O:29])[C:26](Cl)=O.C(O[CH2:35][CH2:36][N:37]1[CH:41]=[CH:40][C:39]([NH2:42])=[N:38]1)(C)C.N1C(C)=CC=C[C:44]=1C, predict the reaction product. The product is: [CH:1]1([CH2:6][C@H:7]([N:11]2[CH2:19][C:18]3[C:13](=[CH:14][CH:15]=[CH:16][C:17]=3[C:20]([F:21])([F:22])[F:23])[C:12]2=[O:24])[C:8]([NH:42][C:39]2[CH:40]=[CH:41][N:37]([CH2:36][CH2:35][CH2:44][C:25](=[O:29])[CH3:26])[N:38]=2)=[O:9])[CH2:2][CH2:3][CH2:4][CH2:5]1. (3) Given the reactants Br[C:2]1[CH:3]=[CH:4][N:5]2[C:10]=1[C:9]([NH2:11])=[N:8][CH:7]=[N:6]2.[CH2:12]([N:19]1[CH:27]=[C:26]2[C:21]([CH:22]=[C:23](B3OC(C)(C)C(C)(C)O3)[CH:24]=[CH:25]2)=[N:20]1)[C:13]1[CH:18]=[CH:17][CH:16]=[CH:15][CH:14]=1.C([O-])([O-])=O.[Na+].[Na+].O, predict the reaction product. The product is: [CH2:12]([N:19]1[CH:27]=[C:26]2[C:21]([CH:22]=[C:23]([C:2]3[CH:3]=[CH:4][N:5]4[C:10]=3[C:9]([NH2:11])=[N:8][CH:7]=[N:6]4)[CH:24]=[CH:25]2)=[N:20]1)[C:13]1[CH:18]=[CH:17][CH:16]=[CH:15][CH:14]=1. (4) Given the reactants [CH2:1]([C@H:8]1[NH:23][C:22](=[O:24])[CH2:21][C@@H:20](/[CH:25]=[CH:26]/[CH2:27][CH2:28][S:29]C(C2C=CC=CC=2)(C2C=CC=CC=2)C2C=CC=CC=2)[O:19][C:18](=[O:49])[CH2:17][NH:16][C:15](=[O:50])[C@@H:14]([CH:51]([CH3:53])[CH3:52])[NH:13][C:12](=[O:54])[C@@H:11]([CH2:55][S:56]C(C2C=CC=CC=2)(C2C=CC=CC=2)C2C=CC=CC=2)[NH:10][C:9]1=[O:76])[C:2]1[CH:7]=[CH:6][CH:5]=[CH:4][CH:3]=1, predict the reaction product. The product is: [CH2:1]([C@@H:8]1[C:9](=[O:76])[NH:10][C@@H:11]2[CH2:55][S:56][S:29][CH2:28][CH2:27][CH:26]=[CH:25][C@@H:20]([O:19][C:18](=[O:49])[CH2:17][NH:16][C:15](=[O:50])[C@@H:14]([CH:51]([CH3:53])[CH3:52])[NH:13][C:12]2=[O:54])[CH2:21][C:22](=[O:24])[NH:23]1)[C:2]1[CH:7]=[CH:6][CH:5]=[CH:4][CH:3]=1.